From a dataset of Full USPTO retrosynthesis dataset with 1.9M reactions from patents (1976-2016). Predict the reactants needed to synthesize the given product. (1) Given the product [NH2:20][C:21]1[C:30]2[N:29]=[CH:28][C:27]([CH2:31][CH2:32][C:33]3[CH:38]=[CH:37][C:36]([O:39][CH3:40])=[CH:35][C:34]=3[CH3:41])=[CH:26][C:25]=2[C:24]2[CH:42]=[CH:43][C:44]([CH:46]([OH:47])[C:2]([P:4](=[O:11])([O:5][CH2:6][CH3:7])[O:8][CH2:9][CH3:10])([F:3])[F:1])=[CH:45][C:23]=2[N:22]=1, predict the reactants needed to synthesize it. The reactants are: [F:1][CH:2]([P:4](=[O:11])([O:8][CH2:9][CH3:10])[O:5][CH2:6][CH3:7])[F:3].[Li+].CC([N-]C(C)C)C.[NH2:20][C:21]1[C:30]2[N:29]=[CH:28][C:27]([CH2:31][CH2:32][C:33]3[CH:38]=[CH:37][C:36]([O:39][CH3:40])=[CH:35][C:34]=3[CH3:41])=[CH:26][C:25]=2[C:24]2[CH:42]=[CH:43][C:44]([CH:46]=[O:47])=[CH:45][C:23]=2[N:22]=1. (2) The reactants are: C[O:2][C:3]1[CH:8]=[CH:7][C:6]([N:9]2[CH2:19][CH2:18][CH:12]([C:13]([O:15][CH2:16][CH3:17])=[O:14])[CH2:11][CH2:10]2)=[CH:5][CH:4]=1.B(Br)(Br)Br.[OH-].[Na+]. Given the product [OH:2][C:3]1[CH:8]=[CH:7][C:6]([N:9]2[CH2:10][CH2:11][CH:12]([C:13]([O:15][CH2:16][CH3:17])=[O:14])[CH2:18][CH2:19]2)=[CH:5][CH:4]=1, predict the reactants needed to synthesize it. (3) Given the product [CH3:11][C:12]1([CH3:25])[C:16]([CH3:17])=[CH:15][CH2:14][CH:13]1[CH2:18][CH:19]=[CH:20][CH2:21][CH2:22][CH:23]=[O:28], predict the reactants needed to synthesize it. The reactants are: [H-].C([Al+]CC(C)C)C(C)C.[CH3:11][C:12]1([CH3:25])[C:16]([CH3:17])=[CH:15][CH2:14][CH:13]1[CH2:18][CH:19]=[CH:20][CH2:21][CH2:22][C:23]#N.C(O)(=[O:28])C. (4) Given the product [N:1]1([CH2:5][C:6]2[CH:11]=[CH:10][C:9]([NH2:12])=[CH:8][CH:7]=2)[CH2:2][CH2:3][CH2:4]1, predict the reactants needed to synthesize it. The reactants are: [N:1]1([CH2:5][C:6]2[CH:11]=[CH:10][C:9]([N+:12]([O-])=O)=[CH:8][CH:7]=2)[CH2:4][CH2:3][CH2:2]1. (5) The reactants are: [CH3:1][N:2]([CH3:25])[C:3]1[N:11]=[C:10]2[C:6]([N:7]=[CH:8][N:9]2COCC[Si](C)(C)C)=[C:5]([C:20]2[O:21][CH:22]=[CH:23][CH:24]=2)[N:4]=1.[F-].C([N+](CCCC)(CCCC)CCCC)CCC. Given the product [CH3:1][N:2]([CH3:25])[C:3]1[NH:4][C:5]([C:20]2[O:21][CH:22]=[CH:23][CH:24]=2)=[C:6]2[C:10]([N:11]=1)=[N:9][CH:8]=[N:7]2, predict the reactants needed to synthesize it. (6) Given the product [C:1]([C:5]1[O:9][N:8]=[C:7]([C:10]2[CH:15]=[C:14]([O:27][CH:24]3[CH2:25][CH2:26][N:22]([CH2:20][CH3:21])[CH2:23]3)[C:13]([CH:17]3[CH2:19][CH2:18]3)=[CH:12][N:11]=2)[N:6]=1)([CH3:4])([CH3:3])[CH3:2], predict the reactants needed to synthesize it. The reactants are: [C:1]([C:5]1[O:9][N:8]=[C:7]([C:10]2[CH:15]=[C:14](Cl)[C:13]([CH:17]3[CH2:19][CH2:18]3)=[CH:12][N:11]=2)[N:6]=1)([CH3:4])([CH3:3])[CH3:2].[CH2:20]([N:22]1[CH2:26][CH2:25][CH:24]([OH:27])[CH2:23]1)[CH3:21]. (7) Given the product [CH2:19]([C:18]1[C:13]2[O:12][C:11]3([OH:29])[C:21]4[C:26]([C:27](=[O:28])[C:10]3([NH:9][C:6]([C:2]3[NH:1][CH:5]=[CH:4][CH:3]=3)=[O:8])[C:14]=2[CH:15]=[CH:16][CH:17]=1)=[CH:25][CH:24]=[CH:23][CH:22]=4)[CH3:20], predict the reactants needed to synthesize it. The reactants are: [NH:1]1[CH:5]=[CH:4][CH:3]=[C:2]1[C:6]([OH:8])=O.[NH2:9][C:10]12[C:27](=[O:28])[C:26]3[C:21](=[CH:22][CH:23]=[CH:24][CH:25]=3)[C:11]1([OH:29])[O:12][C:13]1[C:18]([CH2:19][CH3:20])=[CH:17][CH:16]=[CH:15][C:14]=12.C1CCC(N=C=NC2CCCCC2)CC1.